Dataset: Peptide-MHC class I binding affinity with 185,985 pairs from IEDB/IMGT. Task: Regression. Given a peptide amino acid sequence and an MHC pseudo amino acid sequence, predict their binding affinity value. This is MHC class I binding data. (1) The peptide sequence is GLYSLPHDL. The MHC is HLA-A02:01 with pseudo-sequence HLA-A02:01. The binding affinity (normalized) is 1.00. (2) The peptide sequence is RRRQWASCM. The MHC is HLA-C07:02 with pseudo-sequence HLA-C07:02. The binding affinity (normalized) is 0.648. (3) The peptide sequence is IEEVMNIVL. The MHC is HLA-B15:01 with pseudo-sequence HLA-B15:01. The binding affinity (normalized) is 0.0847. (4) The peptide sequence is WNSGHEWVTD. The MHC is HLA-A32:01 with pseudo-sequence HLA-A32:01. The binding affinity (normalized) is 0. (5) The peptide sequence is YPPMMCYFL. The MHC is Mamu-A01 with pseudo-sequence Mamu-A01. The binding affinity (normalized) is 1.00. (6) The peptide sequence is TRSFTTHFL. The MHC is HLA-B57:01 with pseudo-sequence HLA-B57:01. The binding affinity (normalized) is 0.0847. (7) The binding affinity (normalized) is 0.646. The peptide sequence is SAKTKISVEK. The MHC is HLA-A31:01 with pseudo-sequence HLA-A31:01. (8) The peptide sequence is YTVKYGNL. The MHC is H-2-Db with pseudo-sequence H-2-Db. The binding affinity (normalized) is 0. (9) The peptide sequence is LHINVELSL. The MHC is Mamu-A07 with pseudo-sequence Mamu-A07. The binding affinity (normalized) is 0.0141.